Dataset: Forward reaction prediction with 1.9M reactions from USPTO patents (1976-2016). Task: Predict the product of the given reaction. (1) Given the reactants [CH:1]1([N:4]2[C:13]3[C:8](=[CH:9][C:10]([F:16])=[C:11](F)[C:12]=3[F:14])[C:7](=[O:17])[C:6]([C:18]([OH:20])=[O:19])=[CH:5]2)[CH2:3][CH2:2]1.[CH3:21][O:22][N:23]=[C:24]1[C:28]2([CH2:31][N:30]([C:32]([O:34][C:35]([CH3:38])([CH3:37])[CH3:36])=[O:33])[CH2:29]2)[CH2:27][NH:26][CH2:25]1, predict the reaction product. The product is: [C:35]([O:34][C:32]([N:30]1[CH2:31][C:28]2([C:24](=[N:23][O:22][CH3:21])[CH2:25][N:26]([C:11]3[C:12]([F:14])=[C:13]4[C:8]([C:7](=[O:17])[C:6]([C:18]([OH:20])=[O:19])=[CH:5][N:4]4[CH:1]4[CH2:3][CH2:2]4)=[CH:9][C:10]=3[F:16])[CH2:27]2)[CH2:29]1)=[O:33])([CH3:38])([CH3:37])[CH3:36]. (2) Given the reactants Cl.[CH3:2][N:3]1[C:7]2[C:8]([CH3:13])=[CH:9][C:10]([NH2:12])=[CH:11][C:6]=2[N:5]=[C:4]1[CH3:14].[I:15][C:16]1[CH:21]=[C:20](I)[N:19]=[CH:18][N:17]=1, predict the reaction product. The product is: [I:15][C:16]1[N:17]=[CH:18][N:19]=[C:20]([NH:12][C:10]2[CH:9]=[C:8]([CH3:13])[C:7]3[N:3]([CH3:2])[C:4]([CH3:14])=[N:5][C:6]=3[CH:11]=2)[CH:21]=1.